Dataset: Catalyst prediction with 721,799 reactions and 888 catalyst types from USPTO. Task: Predict which catalyst facilitates the given reaction. (1) Reactant: [F:1][C:2]1[CH:3]=[CH:4][C:5]([C:25]([F:28])([F:27])[F:26])=[C:6]([CH:24]=1)[C:7]([N:9]1[CH2:14][CH2:13][N:12]([C:15]2[CH:23]=[CH:22][C:18]([C:19](O)=O)=[CH:17][N:16]=2)[CH2:11][CH2:10]1)=[O:8].[NH2:29][CH2:30][CH:31]([NH2:35])[CH2:32][CH2:33][CH3:34]. Product: [F:1][C:2]1[CH:3]=[CH:4][C:5]([C:25]([F:28])([F:27])[F:26])=[C:6]([C:7]([N:9]2[CH2:14][CH2:13][N:12]([C:15]3[CH:23]=[CH:22][C:18]([C:19]4[NH:35][CH:31]([CH2:32][CH2:33][CH3:34])[CH2:30][N:29]=4)=[CH:17][N:16]=3)[CH2:11][CH2:10]2)=[O:8])[CH:24]=1. The catalyst class is: 265. (2) The catalyst class is: 10. Reactant: C([O-])([O-])=O.[K+].[K+].Cl[C:8]([O:10][CH2:11][C:12]1[CH:17]=[CH:16][CH:15]=[CH:14][CH:13]=1)=[O:9].[N:18]1([C:30]([O:32][C:33]([CH3:36])([CH3:35])[CH3:34])=[O:31])[CH:22]([C:23]([O:25][C:26]([CH3:29])([CH3:28])[CH3:27])=[O:24])[CH2:21][CH2:20][NH:19]1. Product: [N:19]1([C:8]([O:10][CH2:11][C:12]2[CH:17]=[CH:16][CH:15]=[CH:14][CH:13]=2)=[O:9])[CH2:20][CH2:21][CH:22]([C:23]([O:25][C:26]([CH3:28])([CH3:29])[CH3:27])=[O:24])[N:18]1[C:30]([O:32][C:33]([CH3:36])([CH3:35])[CH3:34])=[O:31]. (3) Reactant: N(OC(C)(C)C)=O.N[C:9]1[S:10][C:11]2[CH:17]=[CH:16][CH:15]=[C:14]([Cl:18])[C:12]=2[N:13]=1.[ClH:19]. Product: [Cl:19][C:9]1[S:10][C:11]2[CH:17]=[CH:16][CH:15]=[C:14]([Cl:18])[C:12]=2[N:13]=1. The catalyst class is: 10.